This data is from Full USPTO retrosynthesis dataset with 1.9M reactions from patents (1976-2016). The task is: Predict the reactants needed to synthesize the given product. (1) The reactants are: CN(C(ON1N=NC2C=CC=NC1=2)=[N+](C)C)C.F[P-](F)(F)(F)(F)F.[C:25]([O:29][C:30]([NH:32][C:33]1[C:34]([C:43](O)=[O:44])=[CH:35][C:36]2[C:41]([CH:42]=1)=[CH:40][CH:39]=[CH:38][CH:37]=2)=[O:31])([CH3:28])([CH3:27])[CH3:26].[NH2:46][CH:47]([CH:52]1[CH2:57][CH2:56][O:55][CH2:54][CH2:53]1)[C:48]([O:50]C)=[O:49].C(N(C(C)C)CC)(C)C. Given the product [CH3:28][C:25]([O:29][C:30]([NH:32][C:33]1[C:34]([C:43]([NH:46][CH:47]([CH:52]2[CH2:57][CH2:56][O:55][CH2:54][CH2:53]2)[C:48]([OH:50])=[O:49])=[O:44])=[CH:35][C:36]2[C:41]([CH:42]=1)=[CH:40][CH:39]=[CH:38][CH:37]=2)=[O:31])([CH3:26])[CH3:27], predict the reactants needed to synthesize it. (2) Given the product [NH2:3][C:4]1[C:13]2[C:8](=[CH:9][C:10]([CH2:14][N:15]3[CH2:20][CH2:19][N:18]([CH2:23]/[CH:24]=[CH:25]/[C:26]4[S:27][C:28]([Cl:31])=[CH:29][CH:30]=4)[CH2:17][C:16]3=[O:21])=[CH:11][CH:12]=2)[N:7]=[CH:6][N:5]=1, predict the reactants needed to synthesize it. The reactants are: Cl.Cl.[NH2:3][C:4]1[C:13]2[C:8](=[CH:9][C:10]([CH2:14][N:15]3[CH2:20][CH2:19][NH:18][CH2:17][C:16]3=[O:21])=[CH:11][CH:12]=2)[N:7]=[CH:6][N:5]=1.Br[CH2:23]/[CH:24]=[CH:25]/[C:26]1[S:27][C:28]([Cl:31])=[CH:29][CH:30]=1.C([O-])([O-])=O.[K+].[K+].